From a dataset of Reaction yield outcomes from USPTO patents with 853,638 reactions. Predict the reaction yield, written as a fraction of the theoretical maximum amount of product (1.0 means a 100% yield; for example, 0.34 means a 34% yield). The reactants are [Cl:1][C:2]1[CH:7]=[CH:6][C:5]([N:8]2[C:12]([CH3:13])=[C:11]([C:14](O)=[O:15])[N:10]=[C:9]2[C:17]2[CH:22]=[CH:21][C:20]([Cl:23])=[CH:19][C:18]=2[Cl:24])=[CH:4][CH:3]=1.[C:25]([NH:31][NH2:32])(=[O:30])[C:26]([CH3:29])([CH3:28])[CH3:27].CCN=C=NCCCN(C)C.C1C=CC2N(O)N=NC=2C=1.CN1CCOCC1. The catalyst is C(Cl)Cl. The product is [Cl:1][C:2]1[CH:7]=[CH:6][C:5]([N:8]2[C:12]([CH3:13])=[C:11]([C:14]([NH:32][NH:31][C:25](=[O:30])[C:26]([CH3:29])([CH3:28])[CH3:27])=[O:15])[N:10]=[C:9]2[C:17]2[CH:22]=[CH:21][C:20]([Cl:23])=[CH:19][C:18]=2[Cl:24])=[CH:4][CH:3]=1. The yield is 0.410.